From a dataset of Peptide-MHC class I binding affinity with 185,985 pairs from IEDB/IMGT. Regression. Given a peptide amino acid sequence and an MHC pseudo amino acid sequence, predict their binding affinity value. This is MHC class I binding data. (1) The peptide sequence is EVIRATYPS. The MHC is HLA-A29:02 with pseudo-sequence HLA-A29:02. The binding affinity (normalized) is 0.0847. (2) The peptide sequence is VARLRQNQI. The MHC is H-2-Kb with pseudo-sequence H-2-Kb. The binding affinity (normalized) is 0.382. (3) The peptide sequence is FLFLYWPHY. The MHC is HLA-A02:16 with pseudo-sequence HLA-A02:16. The binding affinity (normalized) is 0.310. (4) The peptide sequence is LSPPNLAEF. The MHC is H-2-Db with pseudo-sequence H-2-Db. The binding affinity (normalized) is 0.110. (5) The peptide sequence is LSYGPAFIV. The MHC is HLA-C15:02 with pseudo-sequence HLA-C15:02. The binding affinity (normalized) is 0.756. (6) The peptide sequence is LYQLLEAVY. The MHC is HLA-A24:02 with pseudo-sequence HLA-A24:02. The binding affinity (normalized) is 0.609. (7) The peptide sequence is FIALWIPDL. The MHC is HLA-A02:01 with pseudo-sequence HLA-A02:01. The binding affinity (normalized) is 0.943. (8) The peptide sequence is FQEALKKSL. The MHC is HLA-B18:01 with pseudo-sequence HLA-B18:01. The binding affinity (normalized) is 0.0847. (9) The peptide sequence is YARECQEVL. The MHC is HLA-B27:05 with pseudo-sequence HLA-B27:05. The binding affinity (normalized) is 0.0847.